Dataset: Forward reaction prediction with 1.9M reactions from USPTO patents (1976-2016). Task: Predict the product of the given reaction. (1) Given the reactants [NH:1]1[C:9]2[C:4](=[CH:5][CH:6]=[CH:7][CH:8]=2)[C:3]([C:10]([OH:12])=[O:11])=[N:2]1.[CH3:13]O, predict the reaction product. The product is: [NH:1]1[C:9]2[C:4](=[CH:5][CH:6]=[CH:7][CH:8]=2)[C:3]([C:10]([O:12][CH3:13])=[O:11])=[N:2]1. (2) Given the reactants C1(P(C2C=CC=CC=2)C2C=CC=CC=2)C=CC=CC=1.[N:20]([C@@H:23]([C@@H:60]([C:67]1[CH:72]=[CH:71][C:70]([Cl:73])=[CH:69][CH:68]=1)[CH:61]1[CH2:66][CH2:65][O:64][CH2:63][CH2:62]1)[C:24]([NH:26][C:27]1[CH:58]=[CH:57][CH:56]=[C:55]([F:59])[C:28]=1[CH2:29][CH2:30][C@@H:31]1[N:36]([S:37]([C:40]2[CH:45]=[CH:44][C:43]([F:46])=[CH:42][CH:41]=2)(=[O:39])=[O:38])[C@H:35]([CH3:47])[CH2:34][N:33]([C:48]([O:50][C:51]([CH3:54])([CH3:53])[CH3:52])=[O:49])[CH2:32]1)=[O:25])=[N+]=[N-], predict the reaction product. The product is: [NH2:20][C@@H:23]([C@@H:60]([C:67]1[CH:68]=[CH:69][C:70]([Cl:73])=[CH:71][CH:72]=1)[CH:61]1[CH2:62][CH2:63][O:64][CH2:65][CH2:66]1)[C:24]([NH:26][C:27]1[CH:58]=[CH:57][CH:56]=[C:55]([F:59])[C:28]=1[CH2:29][CH2:30][C@@H:31]1[N:36]([S:37]([C:40]2[CH:45]=[CH:44][C:43]([F:46])=[CH:42][CH:41]=2)(=[O:39])=[O:38])[C@H:35]([CH3:47])[CH2:34][N:33]([C:48]([O:50][C:51]([CH3:53])([CH3:54])[CH3:52])=[O:49])[CH2:32]1)=[O:25]. (3) Given the reactants [NH2:1][CH2:2][C:3]1[N:8]=[C:7]([CH3:9])[CH:6]=[C:5]([C:10]([O:12][CH3:13])=[O:11])[CH:4]=1.[CH:14]1([C:18]2[N:22]([CH2:23][C:24]3[CH:29]=[CH:28][C:27]([F:30])=[CH:26][CH:25]=3)[C:21]([CH:31]=O)=[N:20][CH:19]=2)[CH2:17][CH2:16][CH2:15]1, predict the reaction product. The product is: [CH:14]1([C:18]2[N:22]([CH2:23][C:24]3[CH:25]=[CH:26][C:27]([F:30])=[CH:28][CH:29]=3)[C:21]([CH2:31][NH:1][CH2:2][C:3]3[N:8]=[C:7]([CH3:9])[CH:6]=[C:5]([C:10]([O:12][CH3:13])=[O:11])[CH:4]=3)=[N:20][CH:19]=2)[CH2:15][CH2:16][CH2:17]1. (4) Given the reactants [Br:1][C:2]1[CH:7]=[CH:6][C:5]([C:8](O)([CH2:11][CH3:12])[CH2:9][CH3:10])=[CH:4][C:3]=1[CH3:14].[C:15]1([OH:21])[CH:20]=[CH:19][CH:18]=[CH:17][CH:16]=1.FC(F)(F)S(O)(=O)=O, predict the reaction product. The product is: [Br:1][C:2]1[CH:7]=[CH:6][C:5]([C:8]([C:18]2[CH:19]=[CH:20][C:15]([OH:21])=[CH:16][CH:17]=2)([CH2:11][CH3:12])[CH2:9][CH3:10])=[CH:4][C:3]=1[CH3:14].